From a dataset of Peptide-MHC class II binding affinity with 134,281 pairs from IEDB. Regression. Given a peptide amino acid sequence and an MHC pseudo amino acid sequence, predict their binding affinity value. This is MHC class II binding data. (1) The peptide sequence is AQLHVGAKQENWNTS. The MHC is DRB1_0301 with pseudo-sequence DRB1_0301. The binding affinity (normalized) is 0.270. (2) The peptide sequence is MTSRFMTDPHAMRDM. The MHC is HLA-DPA10103-DPB10201 with pseudo-sequence HLA-DPA10103-DPB10201. The binding affinity (normalized) is 0.